Dataset: Full USPTO retrosynthesis dataset with 1.9M reactions from patents (1976-2016). Task: Predict the reactants needed to synthesize the given product. Given the product [Br:11][C:4]1[C:3]([O:2][CH3:1])=[CH:8][C:7]([O:9][CH3:10])=[CH:6][N:5]=1, predict the reactants needed to synthesize it. The reactants are: [CH3:1][O:2][C:3]1[CH:4]=[N:5][CH:6]=[C:7]([O:9][CH3:10])[CH:8]=1.[Br:11]N1C(=O)CCC1=O.